This data is from Buchwald-Hartwig C-N cross coupling reaction yields with 55,370 reactions. The task is: Predict the reaction yield, written as a fraction of the theoretical maximum amount of product (1.0 means a 100% yield; for example, 0.34 means a 34% yield). (1) The reactants are CCc1ccc(I)cc1.Cc1ccc(N)cc1.O=S(=O)(O[Pd]1c2ccccc2-c2ccccc2N~1)C(F)(F)F.CC(C)c1cc(C(C)C)c(-c2ccccc2P(C2CCCCC2)C2CCCCC2)c(C(C)C)c1.CN(C)C(=NC(C)(C)C)N(C)C.c1ccc(CN(Cc2ccccc2)c2ccon2)cc1. No catalyst specified. The product is CCc1ccc(Nc2ccc(C)cc2)cc1. The yield is 0.293. (2) The reactants are FC(F)(F)c1ccc(Br)cc1.Cc1ccc(N)cc1.O=S(=O)(O[Pd]1c2ccccc2-c2ccccc2N~1)C(F)(F)F.COc1ccc(OC)c(P([C@]23C[C@H]4C[C@H](C[C@H](C4)C2)C3)[C@]23C[C@H]4C[C@H](C[C@H](C4)C2)C3)c1-c1c(C(C)C)cc(C(C)C)cc1C(C)C.CN(C)C(=NC(C)(C)C)N(C)C.Fc1cccc(F)c1-c1ccno1. No catalyst specified. The product is Cc1ccc(Nc2ccc(C(F)(F)F)cc2)cc1. The yield is 0.152. (3) The reactants are COc1ccc(Cl)cc1.Cc1ccc(N)cc1.O=S(=O)(O[Pd]1c2ccccc2-c2ccccc2N~1)C(F)(F)F.COc1ccc(OC)c(P([C@]23C[C@H]4C[C@H](C[C@H](C4)C2)C3)[C@]23C[C@H]4C[C@H](C[C@H](C4)C2)C3)c1-c1c(C(C)C)cc(C(C)C)cc1C(C)C.CN(C)C(=NC(C)(C)C)N(C)C.COC(=O)c1cc(-c2cccs2)on1. No catalyst specified. The product is COc1ccc(Nc2ccc(C)cc2)cc1. The yield is 0.